Task: Predict which catalyst facilitates the given reaction.. Dataset: Catalyst prediction with 721,799 reactions and 888 catalyst types from USPTO (1) Reactant: [C:1]([O:5][C:6](=[O:26])[NH:7][C@:8]1([C:13]([NH:15][S:16]([C:19]2[CH:24]=[CH:23][CH:22]=[CH:21][C:20]=2[NH2:25])(=[O:18])=[O:17])=[O:14])[CH2:10][C@H:9]1[CH:11]=[CH2:12])([CH3:4])([CH3:3])[CH3:2].[CH3:27][O:28][C:29](=[O:39])[CH2:30][CH2:31][CH2:32][CH2:33][CH2:34][CH2:35][CH2:36][CH:37]=O.CC(O)=O.[BH-](OC(C)=O)(OC(C)=O)OC(C)=O.[Na+]. Product: [CH3:27][O:28][C:29](=[O:39])[CH2:30][CH2:31][CH2:32][CH2:33][CH2:34][CH2:35][CH2:36][CH2:37][NH:25][C:20]1[CH:21]=[CH:22][CH:23]=[CH:24][C:19]=1[S:16](=[O:18])(=[O:17])[NH:15][C:13]([C@@:8]1([NH:7][C:6]([O:5][C:1]([CH3:2])([CH3:3])[CH3:4])=[O:26])[CH2:10][C@H:9]1[CH:11]=[CH2:12])=[O:14]. The catalyst class is: 26. (2) Reactant: [Br:1][C:2]1[CH:3]=[N:4][N:5]([C:7]2([CH2:18][CH2:19]OS(C)(=O)=O)[CH2:10][N:9]([C:11]([O:13][C:14]([CH3:17])([CH3:16])[CH3:15])=[O:12])[CH2:8]2)[CH:6]=1.[F-:25].C([N+](CCCC)(CCCC)CCCC)CCC. Product: [Br:1][C:2]1[CH:3]=[N:4][N:5]([C:7]2([CH2:18][CH2:19][F:25])[CH2:10][N:9]([C:11]([O:13][C:14]([CH3:17])([CH3:16])[CH3:15])=[O:12])[CH2:8]2)[CH:6]=1. The catalyst class is: 1. (3) Reactant: [C:1](N1C=CN=C1)(N1C=CN=C1)=[O:2].[F:13][C:14]1[CH:19]=[CH:18][C:17]([C:20]2[C:21]([C:28]3[CH:33]=[CH:32][N:31]=[CH:30][CH:29]=3)=[C:22]([NH:26][NH2:27])[N:23]=[N:24][CH:25]=2)=[CH:16][CH:15]=1. Product: [F:13][C:14]1[CH:15]=[CH:16][C:17]([C:20]2[CH:25]=[N:24][N:23]3[C:1](=[O:2])[NH:27][N:26]=[C:22]3[C:21]=2[C:28]2[CH:33]=[CH:32][N:31]=[CH:30][CH:29]=2)=[CH:18][CH:19]=1. The catalyst class is: 1. (4) Reactant: Cl.[CH3:2][NH:3][O:4][CH3:5].C[Al](C)C.[O:10]1[CH2:15][CH2:14][CH2:13][CH2:12][C:11]1=[O:16].Cl. Product: [OH:10][CH2:15][CH2:14][CH2:13][CH2:12][C:11]([N:3]([O:4][CH3:5])[CH3:2])=[O:16]. The catalyst class is: 4. (5) Reactant: Cl.[NH2:2][CH:3]1[CH2:8][CH2:7][N:6]([CH2:9][CH2:10][C:11]2[CH:12]=[CH:13][CH:14]=[C:15]3[C:20]=2[O:19][C:18](=[O:21])[CH:17]=[CH:16]3)[CH2:5][CH2:4]1.CCN(CC)CC.[O:29]=[C:30]1[CH2:35][S:34][C:33]2[CH:36]=[CH:37][C:38]([CH:40]=O)=[N:39][C:32]=2[NH:31]1.[BH4-].[Na+]. Product: [O:21]=[C:18]1[CH:17]=[CH:16][C:15]2[C:20](=[C:11]([CH2:10][CH2:9][N:6]3[CH2:7][CH2:8][CH:3]([NH:2][CH2:40][C:38]4[CH:37]=[CH:36][C:33]5[S:34][CH2:35][C:30](=[O:29])[NH:31][C:32]=5[N:39]=4)[CH2:4][CH2:5]3)[CH:12]=[CH:13][CH:14]=2)[O:19]1. The catalyst class is: 100. (6) Reactant: F[P-](F)(F)(F)(F)F.N1(O[P+](N(C)C)(N(C)C)N(C)C)C2C=CC=CC=2N=N1.[Cl-].[F:29][C:30]([F:35])([F:34])[C:31]([OH:33])=[O:32].[NH2:36][C:37]1[CH:38]=[C:39]2[C:43](=[CH:44][CH:45]=1)[NH:42][C:41]([C:46]([NH:48][CH2:49][C:50]1[CH:55]=[CH:54][C:53]([Cl:56])=[C:52]([O:57][C:58]3[CH:63]=[C:62]([C:64]#[N:65])[CH:61]=[C:60]([Cl:66])[CH:59]=3)[C:51]=1[F:67])=[O:47])=[CH:40]2.[N:68]1([CH2:74][CH2:75][C:76](O)=[O:77])[CH2:73][CH2:72][CH2:71][CH2:70][CH2:69]1.C(N(C(C)C)CC)(C)C. Product: [F:29][C:30]([F:35])([F:34])[C:31]([OH:33])=[O:32].[Cl:56][C:53]1[CH:54]=[CH:55][C:50]([CH2:49][NH:48][C:46]([C:41]2[NH:42][C:43]3[C:39]([CH:40]=2)=[CH:38][C:37]([NH:36][C:76](=[O:77])[CH2:75][CH2:74][N:68]2[CH2:73][CH2:72][CH2:71][CH2:70][CH2:69]2)=[CH:45][CH:44]=3)=[O:47])=[C:51]([F:67])[C:52]=1[O:57][C:58]1[CH:63]=[C:62]([C:64]#[N:65])[CH:61]=[C:60]([Cl:66])[CH:59]=1. The catalyst class is: 3.